This data is from Full USPTO retrosynthesis dataset with 1.9M reactions from patents (1976-2016). The task is: Predict the reactants needed to synthesize the given product. (1) Given the product [CH2:1]([O:17][C:16]1[CH:18]=[C:3]([CH2:4][C:9]([OH:10])=[O:12])[CH:2]=[CH:1][CH:15]=1)[C:2]1[CH:7]=[CH:6][CH:5]=[CH:4][CH:3]=1, predict the reactants needed to synthesize it. The reactants are: [CH2:1](Br)[C:2]1[CH:7]=[CH:6][CH:5]=[CH:4][CH:3]=1.[C:9](=[O:12])([O-])[O-:10].[K+].[K+].[CH3:15][C:16]([CH3:18])=[O:17]. (2) Given the product [F:7][C:8]1[CH:13]=[CH:12][C:11]([C:2]2[S:3][CH:4]=[CH:5][CH:6]=2)=[CH:10][CH:9]=1, predict the reactants needed to synthesize it. The reactants are: I[C:2]1[S:3][CH:4]=[CH:5][CH:6]=1.[F:7][C:8]1[CH:13]=[CH:12][C:11](B(O)O)=[CH:10][CH:9]=1.C(=O)([O-])[O-].[K+].[K+]. (3) Given the product [CH:67]1([C:6]([NH:8][C@H:9]([C:60]2[CH:65]=[CH:64][CH:63]=[CH:62][CH:61]=2)[C:10]([N:12]2[CH2:16][C@@H:15]([CH2:17][O:18][CH3:19])[CH2:14][C@H:13]2[C:20]2[NH:21][C:22]([C:25]3[CH:30]=[CH:29][C:28]([C:31]4[CH:32]=[CH:33][C:34]([C:37]5[NH:41][C:40]([C@@H:42]6[CH2:46][C@H:45]([S:47][CH3:48])[CH2:44][N:43]6[C:49](=[O:59])[C@@H:50]([NH:54][C:55](=[O:58])[O:56][CH3:57])[CH:51]([CH3:53])[CH3:52])=[N:39][CH:38]=5)=[CH:35][CH:36]=4)=[CH:27][CH:26]=3)=[CH:23][N:24]=2)=[O:11])=[O:7])[CH2:69][CH2:68]1, predict the reactants needed to synthesize it. The reactants are: C(O[C:6]([NH:8][C@H:9]([C:60]1[CH:65]=[CH:64][CH:63]=[CH:62][CH:61]=1)[C:10]([N:12]1[CH2:16][C@@H:15]([CH2:17][O:18][CH3:19])[CH2:14][C@H:13]1[C:20]1[NH:21][C:22]([C:25]2[CH:30]=[CH:29][C:28]([C:31]3[CH:36]=[CH:35][C:34]([C:37]4[NH:41][C:40]([C@@H:42]5[CH2:46][C@H:45]([S:47][CH3:48])[CH2:44][N:43]5[C:49](=[O:59])[C@@H:50]([NH:54][C:55](=[O:58])[O:56][CH3:57])[CH:51]([CH3:53])[CH3:52])=[N:39][CH:38]=4)=[CH:33][CH:32]=3)=[CH:27][CH:26]=2)=[CH:23][N:24]=1)=[O:11])=[O:7])(C)(C)C.Cl.[CH:67]1(C(O)=O)[CH2:69][CH2:68]1.CCOC(C(C#N)=NOC(N1CCOCC1)=[N+](C)C)=O.F[P-](F)(F)(F)(F)F.CCN(C(C)C)C(C)C. (4) Given the product [CH3:36][C:29]1[CH:30]=[C:31]([CH3:35])[CH:32]=[C:33]([CH3:34])[C:28]=1[S:25]([NH:23][CH:22]([CH2:24][N:9]1[C:10]2[C:15](=[CH:14][CH:13]=[CH:12][CH:11]=2)[C:7]([C:1]2[CH:2]=[CH:3][CH:4]=[CH:5][CH:6]=2)=[CH:8]1)[C:21]([F:38])([F:20])[F:37])(=[O:26])=[O:27], predict the reactants needed to synthesize it. The reactants are: [C:1]1([C:7]2[C:15]3[C:10](=[CH:11][CH:12]=[CH:13][CH:14]=3)[NH:9][CH:8]=2)[CH:6]=[CH:5][CH:4]=[CH:3][CH:2]=1.[H-].[Na+].[H][H].[F:20][C:21]([F:38])([F:37])[CH:22]1[CH2:24][N:23]1[S:25]([C:28]1[C:33]([CH3:34])=[CH:32][C:31]([CH3:35])=[CH:30][C:29]=1[CH3:36])(=[O:27])=[O:26].N1CC1. (5) Given the product [CH2:13]([CH:12]([O:11][C:6]1[CH:5]=[C:4]([CH3:17])[N:3]=[C:2]([O:27][C:20]2[C:21]([CH3:26])=[CH:22][C:23]([CH3:25])=[CH:24][C:19]=2[CH3:18])[C:7]=1[N+:8]([O-:10])=[O:9])[CH2:15][CH3:16])[CH3:14], predict the reactants needed to synthesize it. The reactants are: Cl[C:2]1[C:7]([N+:8]([O-:10])=[O:9])=[C:6]([O:11][CH:12]([CH2:15][CH3:16])[CH2:13][CH3:14])[CH:5]=[C:4]([CH3:17])[N:3]=1.[CH3:18][C:19]1[CH:24]=[C:23]([CH3:25])[CH:22]=[C:21]([CH3:26])[C:20]=1[OH:27].CC(C)([O-])C.[K+]. (6) Given the product [OH:42][CH2:41][C:38]1[S:39][CH:40]=[C:36]([C:2]2[C:3]([N:22]3[CH2:26][CH2:25][C@@H:24]([OH:27])[CH2:23]3)=[N:4][CH:5]=[C:6]([CH:21]=2)[C:7]([NH:9][C:10]2[CH:15]=[CH:14][C:13]([O:16][C:17]([F:18])([F:20])[F:19])=[CH:12][CH:11]=2)=[O:8])[CH:37]=1, predict the reactants needed to synthesize it. The reactants are: Cl[C:2]1[C:3]([N:22]2[CH2:26][CH2:25][C@@H:24]([OH:27])[CH2:23]2)=[N:4][CH:5]=[C:6]([CH:21]=1)[C:7]([NH:9][C:10]1[CH:15]=[CH:14][C:13]([O:16][C:17]([F:20])([F:19])[F:18])=[CH:12][CH:11]=1)=[O:8].CC1(C)C(C)(C)OB([C:36]2[CH:37]=[C:38]([CH2:41][OH:42])[S:39][CH:40]=2)O1.C([O-])([O-])=O.[Na+].[Na+]. (7) Given the product [C:17]([O:16][C:14]([N:10]1[CH2:11][CH:12]=[CH:13][C@H:9]1[CH2:7][OH:6])=[O:15])([CH3:20])([CH3:19])[CH3:18], predict the reactants needed to synthesize it. The reactants are: CO.[BH4-].[Li+].C[O:6][C:7]([C@@H:9]1[CH:13]=[CH:12][CH2:11][N:10]1[C:14]([O:16][C:17]([CH3:20])([CH3:19])[CH3:18])=[O:15])=O.O. (8) Given the product [ClH:11].[NH2:9][CH2:8][CH:3]1[CH2:4][CH2:5][CH2:6][CH2:7][CH:2]1[OH:1], predict the reactants needed to synthesize it. The reactants are: [O:1]=[C:2]1[CH2:7][CH2:6][CH2:5][CH2:4][CH:3]1[C:8]#[N:9].C(Cl)(Cl)[Cl:11]. (9) Given the product [Br-:44].[C:1]([C:3]1[CH:4]=[CH:5][C:6]([N:9]2[C:13]([C:14]3[C:15]([CH3:42])=[C:16]([C:32]4[CH:37]=[CH:36][CH:35]=[C:34]([C:38]([F:39])([F:40])[F:41])[CH:33]=4)[C:17]4[N:18]([N:20]=[C:21]([NH:23][C:24]([CH2:25][CH2:26][CH2:27][N+:28]([CH3:43])([CH3:30])[CH3:29])=[O:31])[N:22]=4)[CH:19]=3)=[CH:12][CH:11]=[N:10]2)=[CH:7][CH:8]=1)#[N:2], predict the reactants needed to synthesize it. The reactants are: [C:1]([C:3]1[CH:8]=[CH:7][C:6]([N:9]2[C:13]([C:14]3[C:15]([CH3:42])=[C:16]([C:32]4[CH:37]=[CH:36][CH:35]=[C:34]([C:38]([F:41])([F:40])[F:39])[CH:33]=4)[C:17]4[N:18]([N:20]=[C:21]([NH:23][C:24](=[O:31])[CH2:25][CH2:26][CH2:27][N:28]([CH3:30])[CH3:29])[N:22]=4)[CH:19]=3)=[CH:12][CH:11]=[N:10]2)=[CH:5][CH:4]=1)#[N:2].[CH3:43][Br:44]. (10) Given the product [CH2:1]([O:8][C:9]1[C:18]2[C:13](=[CH:14][CH:15]=[C:16]([C:19]3[CH:24]=[CH:23][CH:22]=[C:21]([O:25][CH3:26])[CH:20]=3)[CH:17]=2)[CH:12]=[C:11]([C:30]2[CH:29]=[N:28][CH:33]=[CH:32][CH:31]=2)[N:10]=1)[C:2]1[CH:7]=[CH:6][CH:5]=[CH:4][CH:3]=1, predict the reactants needed to synthesize it. The reactants are: [CH2:1]([O:8][C:9]1[C:18]2[C:13](=[CH:14][CH:15]=[C:16]([C:19]3[CH:24]=[CH:23][CH:22]=[C:21]([O:25][CH3:26])[CH:20]=3)[CH:17]=2)[CH:12]=[C:11](Cl)[N:10]=1)[C:2]1[CH:7]=[CH:6][CH:5]=[CH:4][CH:3]=1.[N:28]1[CH:33]=[CH:32][CH:31]=[C:30](B(O)O)[CH:29]=1.C([O-])([O-])=O.[K+].[K+].